Dataset: Reaction yield outcomes from USPTO patents with 853,638 reactions. Task: Predict the reaction yield, written as a fraction of the theoretical maximum amount of product (1.0 means a 100% yield; for example, 0.34 means a 34% yield). (1) The reactants are [F:1][C:2]1[CH:28]=[C:27]([F:29])[CH:26]=[CH:25][C:3]=1[CH2:4][N:5]1[CH2:10][CH2:9][N:8]([C:11]2[N:12]=[C:13]3[CH:24]=[CH:23][N:22]=[CH:21][C:14]3=[N:15][C:16]=2[NH:17][CH:18]([CH3:20])[CH3:19])[CH2:7][CH2:6]1.[C:30](OC(=O)C)(=[O:32])[CH3:31]. The yield is 0.611. The catalyst is CC(C)=O.O1CCOCC1.[Pd]. The product is [F:1][C:2]1[CH:28]=[C:27]([F:29])[CH:26]=[CH:25][C:3]=1[CH2:4][N:5]1[CH2:10][CH2:9][N:8]([C:11]2[N:12]=[C:13]3[CH2:24][CH2:23][N:22]([C:30](=[O:32])[CH3:31])[CH2:21][C:14]3=[N:15][C:16]=2[NH:17][CH:18]([CH3:20])[CH3:19])[CH2:7][CH2:6]1. (2) The reactants are [CH2:1]([O:3][C:4]([C:6]1[S:10][C:9]2[CH:11]=[CH:12][C:13]([C:15]([CH2:18][CH3:19])=[CH:16][CH3:17])=[CH:14][C:8]=2[CH:7]=1)=[O:5])[CH3:2].[C:20]1([CH3:27])[C:25]([OH:26])=[CH:24][CH:23]=[CH:22][CH:21]=1. No catalyst specified. The product is [CH2:1]([O:3][C:4]([C:6]1[S:10][C:9]2[CH:11]=[CH:12][C:13]([C:15]([CH2:16][CH3:17])([C:22]3[CH:23]=[CH:24][C:25]([OH:26])=[C:20]([CH3:27])[CH:21]=3)[CH2:18][CH3:19])=[CH:14][C:8]=2[CH:7]=1)=[O:5])[CH3:2]. The yield is 0.780. (3) The yield is 0.620. The reactants are [C:1]([C:3]([C:6]1[CH:7]=[C:8]([CH:12]=[CH:13][CH:14]=1)[C:9]([OH:11])=O)([CH3:5])[CH3:4])#[N:2].C(Cl)(=O)C(Cl)=O.[NH2:21][C:22]1[CH:23]=[C:24]([CH:41]=[CH:42][C:43]=1[F:44])[O:25][C:26]1[CH:27]=[CH:28][C:29]2[N:30]([CH:32]=[C:33]([NH:35][C:36]([CH:38]3[CH2:40][CH2:39]3)=[O:37])[N:34]=2)[N:31]=1. The catalyst is O1CCCC1.CN(C)C=O.[OH-].[Na+]. The product is [C:1]([C:3]([C:6]1[CH:7]=[C:8]([CH:12]=[CH:13][CH:14]=1)[C:9]([NH:21][C:22]1[CH:23]=[C:24]([O:25][C:26]2[CH:27]=[CH:28][C:29]3[N:30]([CH:32]=[C:33]([NH:35][C:36]([CH:38]4[CH2:40][CH2:39]4)=[O:37])[N:34]=3)[N:31]=2)[CH:41]=[CH:42][C:43]=1[F:44])=[O:11])([CH3:4])[CH3:5])#[N:2]. (4) The reactants are [CH3:1][C:2]1[O:6][N:5]=[C:4]([C:7]2[CH:12]=[CH:11][CH:10]=[CH:9][CH:8]=2)[C:3]=1[C:13]([NH:15][NH2:16])=[O:14].[C:17]([C:19]1[CH:27]=[CH:26][C:22]([C:23](O)=O)=[CH:21][CH:20]=1)#[N:18]. No catalyst specified. The product is [CH3:1][C:2]1[O:6][N:5]=[C:4]([C:7]2[CH:12]=[CH:11][CH:10]=[CH:9][CH:8]=2)[C:3]=1[C:13]1[O:14][C:23]([C:22]2[CH:26]=[CH:27][C:19]([C:17]#[N:18])=[CH:20][CH:21]=2)=[N:16][N:15]=1. The yield is 0.300. (5) The reactants are [NH2:1][C:2]1[CH:7]=[CH:6][C:5]([N+:8]([O-])=O)=[CH:4][C:3]=1[S:11]([NH2:14])(=[O:13])=[O:12].[CH3:15][S:16]([OH:19])(=[O:18])=[O:17]. The catalyst is [Pd].C(O)C.O. The product is [CH3:15][S:16]([OH:19])(=[O:18])=[O:17].[NH2:1][C:2]1[CH:7]=[CH:6][C:5]([NH2:8])=[CH:4][C:3]=1[S:11]([NH2:14])(=[O:12])=[O:13]. The yield is 0.938. (6) The reactants are [Cl:1][C:2]1[CH:15]=[CH:14][C:5]([NH:6]C(OC(C)(C)C)=O)=[CH:4][CH:3]=1.[F:16][C:17]1[CH:25]=[C:24]([F:26])[CH:23]=[CH:22][C:18]=1[C:19](Cl)=[O:20]. No catalyst specified. The product is [NH2:6][C:5]1[CH:4]=[CH:3][C:2]([Cl:1])=[CH:15][C:14]=1[C:19]([C:18]1[CH:22]=[CH:23][C:24]([F:26])=[CH:25][C:17]=1[F:16])=[O:20]. The yield is 0.200. (7) The reactants are N(OCCC(C)C)=O.[F:9][C:10]1[CH:11]=[C:12]([F:20])[C:13]2[S:17][C:16](N)=[N:15][C:14]=2[CH:19]=1.[ClH:21]. The catalyst is C(#N)C.[Cu](Cl)Cl. The product is [Cl:21][C:16]1[S:17][C:13]2[C:12]([F:20])=[CH:11][C:10]([F:9])=[CH:19][C:14]=2[N:15]=1. The yield is 0.480.